Task: Predict the reaction yield, written as a fraction of the theoretical maximum amount of product (1.0 means a 100% yield; for example, 0.34 means a 34% yield).. Dataset: Reaction yield outcomes from USPTO patents with 853,638 reactions (1) The reactants are [H-].[Na+].[CH3:3][O:4][C:5]1[CH:6]=[C:7]2[C:12](=[CH:13][CH:14]=1)[CH2:11][CH:10]([NH2:15])[CH2:9][CH2:8]2.[C:16]1(=O)[O:21][C:19](=[O:20])[C:18]2=[CH:22][CH:23]=[CH:24][CH:25]=[C:17]12. The catalyst is CN(C=O)C.O. The product is [CH3:3][O:4][C:5]1[CH:6]=[C:7]2[C:12](=[CH:13][CH:14]=1)[CH2:11][CH:10]([N:15]1[C:19](=[O:20])[C:18]3[C:17](=[CH:25][CH:24]=[CH:23][CH:22]=3)[C:16]1=[O:21])[CH2:9][CH2:8]2. The yield is 0.670. (2) The yield is 0.502. The product is [CH3:36][O:35][C:33]1[CH:32]=[C:31]([CH2:37][CH2:38][C:39]2[CH:40]=[C:41]([NH:44][C:7]([C:9]3[S:13][C:12]([N:14]4[CH2:15][CH2:16][N:17]([C:20]([O:22][C:23]([CH3:24])([CH3:25])[CH3:26])=[O:21])[CH2:18][CH2:19]4)=[CH:11][CH:10]=3)=[O:8])[NH:42][N:43]=2)[CH:30]=[C:29]([O:28][CH3:27])[CH:34]=1. The catalyst is C1(C)C=CC=CC=1.CC(C)=O. The reactants are C[Al](C)C.CO[C:7]([C:9]1[S:13][C:12]([N:14]2[CH2:19][CH2:18][N:17]([C:20]([O:22][C:23]([CH3:26])([CH3:25])[CH3:24])=[O:21])[CH2:16][CH2:15]2)=[CH:11][CH:10]=1)=[O:8].[CH3:27][O:28][C:29]1[CH:30]=[C:31]([CH2:37][CH2:38][C:39]2[CH:40]=[C:41]([NH2:44])[NH:42][N:43]=2)[CH:32]=[C:33]([O:35][CH3:36])[CH:34]=1. (3) The reactants are ClCCN1CCOCC1.CS(OC1CCN(C(OC(C)(C)C)=O)CC1)(=O)=O.[F:28][C:29]1[CH:34]=[CH:33][C:32]([CH:35]([OH:67])[C:36]2[N:45]=[C:44]([NH:46][C:47]3[CH:51]=[C:50]([CH3:52])[NH:49][N:48]=3)[C:43]3[C:38](=[CH:39][C:40]([O:53][CH:54]4[CH2:59][CH2:58][N:57](C(OC(C)(C)C)=O)[CH2:56][CH2:55]4)=[CH:41][CH:42]=3)[N:37]=2)=[CH:31][CH:30]=1.Cl.O1CCOCC1. No catalyst specified. The product is [F:28][C:29]1[CH:30]=[CH:31][C:32]([CH:35]([C:36]2[N:45]=[C:44]([NH:46][C:47]3[CH:51]=[C:50]([CH3:52])[NH:49][N:48]=3)[C:43]3[C:38](=[CH:39][C:40]([O:53][CH:54]4[CH2:55][CH2:56][NH:57][CH2:58][CH2:59]4)=[CH:41][CH:42]=3)[N:37]=2)[OH:67])=[CH:33][CH:34]=1. The yield is 0.210. (4) The reactants are [N:1]12[CH2:8][CH2:7][C:4]([CH2:9][CH:10]3[C:18](=[O:19])[CH:17]=[C:16]4[CH:20]=[N:21][CH:22]=[CH:23][N:14]5[C:15]4=[C:11]3[CH2:12][NH:13]5)([CH2:5][CH2:6]1)[CH2:3][CH2:2]2.[ClH:24]. The catalyst is CO. The product is [ClH:24].[N:1]12[CH2:2][CH2:3][C:4]([CH2:9][CH:10]3[C:18](=[O:19])[CH:17]=[C:16]4[CH:20]=[N:21][CH:22]=[CH:23][N:14]5[C:15]4=[C:11]3[CH2:12][NH:13]5)([CH2:7][CH2:8]1)[CH2:5][CH2:6]2. The yield is 1.00. (5) The reactants are [N:1]([C:4]1[N:9]=[C:8]([O:10][CH2:11][C:12]([F:15])([F:14])[F:13])[CH:7]=[C:6]([O:16][CH2:17][C:18]([F:21])([F:20])[F:19])[N:5]=1)=[C:2]=[O:3].[Br:22][C:23]1[CH:30]=[CH:29][C:26]([NH:27][CH3:28])=[CH:25][CH:24]=1. The catalyst is O1CCOCC1. The product is [F:15][C:12]([F:13])([F:14])[CH2:11][O:10][C:8]1[CH:7]=[C:6]([O:16][CH2:17][C:18]([F:21])([F:20])[F:19])[N:5]=[C:4]([NH:1][C:2](=[O:3])[N:27]([CH3:28])[C:26]2[CH:29]=[CH:30][C:23]([Br:22])=[CH:24][CH:25]=2)[N:9]=1. The yield is 0.910.